Dataset: CYP2C19 inhibition data for predicting drug metabolism from PubChem BioAssay. Task: Regression/Classification. Given a drug SMILES string, predict its absorption, distribution, metabolism, or excretion properties. Task type varies by dataset: regression for continuous measurements (e.g., permeability, clearance, half-life) or binary classification for categorical outcomes (e.g., BBB penetration, CYP inhibition). Dataset: cyp2c19_veith. (1) The compound is O=C(c1csnn1)N1CCC2(CCCN(Cc3ccccc3)C2)CC1. The result is 0 (non-inhibitor). (2) The molecule is N[C@H](Cn1ccc(=O)n(Cc2ccccc2C(=O)O)c1=O)C(=O)O. The result is 0 (non-inhibitor). (3) The molecule is O=S(=O)(NCc1cn2ccsc2n1)c1ccc(Oc2ccccc2)cc1. The result is 1 (inhibitor). (4) The drug is Cc1ccccc1-n1nc2c(c1NC(=O)c1c(-c3ccccc3Cl)noc1C)CSC2. The result is 1 (inhibitor). (5) The drug is c1ccc(-c2nc3ccccn3c2NCc2ccc3c(c2)OCO3)cc1. The result is 1 (inhibitor). (6) The molecule is CC[C@@H](c1ccccc1)n1c(=O)n2n(c1=O)[C@H]1[C@H](O)[C@H]3O[C@@H]3/C(=N/OC[C@@H](O)COCc3ccco3)[C@@H]1CC2. The result is 0 (non-inhibitor). (7) The drug is Cc1ccc(C(C(=O)NC2CCCCC2)N2CCN(C(=O)c3ccco3)CC2)cc1. The result is 1 (inhibitor). (8) The drug is CCOC(=O)Nc1ccc(C(=O)Oc2ccccc2)c(O)c1. The result is 1 (inhibitor).